This data is from Reaction yield outcomes from USPTO patents with 853,638 reactions. The task is: Predict the reaction yield, written as a fraction of the theoretical maximum amount of product (1.0 means a 100% yield; for example, 0.34 means a 34% yield). (1) The reactants are [CH:1]([C:4]1[CH:9]=[CH:8][C:7]([CH2:10][C:11]([O:13][CH2:14][CH3:15])=[O:12])=[CH:6][C:5]=1[O:16]C)([CH3:3])[CH3:2].B(Br)(Br)Br. The catalyst is C(Cl)Cl. The product is [OH:16][C:5]1[CH:6]=[C:7]([CH2:10][C:11]([O:13][CH2:14][CH3:15])=[O:12])[CH:8]=[CH:9][C:4]=1[CH:1]([CH3:3])[CH3:2]. The yield is 0.940. (2) The yield is 0.240. The reactants are FC(F)(F)C(O)=O.[CH3:8][O:9][CH:10]1[CH2:14][CH2:13][N:12]([C:15]2[CH:16]=[C:17]([S:21]([N:24]3[C:32]4[C:27](=[N:28][CH:29]=[CH:30][CH:31]=4)[C:26]([C:33]4[CH2:38][CH2:37][CH:36]([NH:39]C(=O)OC(C)(C)C)[CH2:35][CH:34]=4)=[CH:25]3)(=[O:23])=[O:22])[CH:18]=[CH:19][CH:20]=2)[CH2:11]1. The product is [CH3:8][O:9][CH:10]1[CH2:14][CH2:13][N:12]([C:15]2[CH:16]=[C:17]([S:21]([N:24]3[C:32]4[C:27](=[N:28][CH:29]=[CH:30][CH:31]=4)[C:26]([C:33]4[CH2:38][CH2:37][CH:36]([NH2:39])[CH2:35][CH:34]=4)=[CH:25]3)(=[O:22])=[O:23])[CH:18]=[CH:19][CH:20]=2)[CH2:11]1. The catalyst is ClCCl. (3) The reactants are Cl.[NH2:2][C:3]1[N:4]=[C:5](Cl)[CH:6]2[CH:10]([N:11]=1)[N:9]([CH:12]1[CH2:16][CH:15]([OH:17])[CH:14]([CH2:18][O:19]C(C3C=CC=CC=3)(C3C=CC=CC=3)C3C=CC=CC=3)[C:13]1=[CH2:39])[CH:8]=[N:7]2.[OH-:41].[Na+]. The catalyst is C(#N)C. The product is [NH2:2][C:3]1[NH:4][C:5](=[O:41])[C:6]2[N:7]=[CH:8][N:9]([CH:12]3[CH2:16][CH:15]([OH:17])[CH:14]([CH2:18][OH:19])[C:13]3=[CH2:39])[C:10]=2[N:11]=1. The yield is 0.731. (4) The reactants are [C:1]([NH:4][C:5]1[S:6][C:7]([C:10]([O:12]C)=[O:11])=[CH:8][N:9]=1)(=[O:3])[CH3:2].CO.[OH-].[K+]. The catalyst is O. The product is [C:1]([NH:4][C:5]1[S:6][C:7]([C:10]([OH:12])=[O:11])=[CH:8][N:9]=1)(=[O:3])[CH3:2]. The yield is 0.960. (5) The reactants are [Cl:1][C:2]1[CH:3]=[C:4]([NH:13][CH2:14][CH:15]2[CH2:19][CH2:18][CH2:17][CH2:16]2)[C:5]([CH3:12])=[C:6]([CH:11]=1)[C:7]([O:9][CH3:10])=[O:8].C(=O)([O-])[O-].[Cs+].[Cs+].[CH2:26](I)[CH3:27]. The catalyst is CN(C=O)C. The product is [Cl:1][C:2]1[CH:3]=[C:4]([N:13]([CH2:14][CH:15]2[CH2:16][CH2:17][CH2:18][CH2:19]2)[CH2:26][CH3:27])[C:5]([CH3:12])=[C:6]([CH:11]=1)[C:7]([O:9][CH3:10])=[O:8]. The yield is 0.910. (6) The reactants are Br[C:2]1[CH:14]=[CH:13][C:12]2[C:11]3[C:6](=[CH:7][C:8](C4C=CC5C(=CC=CC=5)C=4)=[CH:9][CH:10]=3)[C:5]([CH3:26])([CH3:25])[C:4]=2[CH:3]=1.[CH2:27]([Li])[CH2:28][CH2:29][CH3:30].[B:32](OC(C)C)([O:37]C(C)C)[O:33]C(C)C.Cl.[CH3:46][CH2:47][CH2:48][CH2:49][CH2:50][CH3:51]. The catalyst is ClCCl.C1COCC1. The product is [CH3:26][C:5]1([CH3:25])[C:6]2[CH:7]=[C:8]([B:32]([OH:37])[OH:33])[CH:9]=[CH:10][C:11]=2[C:12]2[C:4]1=[CH:3][C:2]([C:48]1[CH:47]=[CH:46][C:30]3[C:50](=[CH:51][CH:27]=[CH:28][CH:29]=3)[CH:49]=1)=[CH:14][CH:13]=2. The yield is 0.640.